The task is: Predict the reaction yield, written as a fraction of the theoretical maximum amount of product (1.0 means a 100% yield; for example, 0.34 means a 34% yield).. This data is from Reaction yield outcomes from USPTO patents with 853,638 reactions. (1) The reactants are [NH2:1][C:2]1[N:3]([CH3:26])[C:4](=[O:25])[C:5]([C:14]2[CH:19]=[CH:18][C:17]([O:20][CH:21]([F:23])[F:22])=[C:16]([CH3:24])[CH:15]=2)([C:7]2[CH:12]=[CH:11][CH:10]=[C:9]([F:13])[CH:8]=2)[N:6]=1.[ClH:27]. The catalyst is C(Cl)Cl. The product is [ClH:27].[NH2:1][C:2]1[N:3]([CH3:26])[C:4](=[O:25])[C:5]([C:14]2[CH:19]=[CH:18][C:17]([O:20][CH:21]([F:23])[F:22])=[C:16]([CH3:24])[CH:15]=2)([C:7]2[CH:12]=[CH:11][CH:10]=[C:9]([F:13])[CH:8]=2)[N:6]=1. The yield is 0.870. (2) The reactants are Cl[CH2:2][CH2:3][CH2:4][N:5]1[C:14]2[C:9](=[CH:10][CH:11]=[CH:12][CH:13]=2)[CH:8]=[CH:7][C:6]1=[O:15].C([O-])([O-])=O.[K+].[K+].[CH2:22]([CH:26]1[CH2:31][CH2:30][NH:29][CH2:28][CH2:27]1)[CH2:23][CH2:24][CH3:25].CC#N. The product is [CH2:22]([CH:26]1[CH2:31][CH2:30][N:29]([CH2:2][CH2:3][CH2:4][N:5]2[C:14]3[C:9](=[CH:10][CH:11]=[CH:12][CH:13]=3)[CH:8]=[CH:7][C:6]2=[O:15])[CH2:28][CH2:27]1)[CH2:23][CH2:24][CH3:25]. The catalyst is CCOC(C)=O. The yield is 0.490. (3) The reactants are [CH3:1][C:2]1[N:6]([CH2:7][CH:8]=[C:9]([CH3:11])[CH3:10])[C:5]([N+:12]([O-:14])=[O:13])=[N:4][CH:3]=1.[N:15]([O:17]CCC(C)C)=O.[ClH:23]. No catalyst specified. The product is [Cl:23][C:9]([CH3:11])([CH3:10])[CH:8]([N:15]=[O:17])[CH2:7][N:6]1[C:2]([CH3:1])=[CH:3][N:4]=[C:5]1[N+:12]([O-:14])=[O:13]. The yield is 0.600. (4) The reactants are [Br:1][C:2]1[CH:3]=[C:4]([CH2:14][C@@H:15]([CH2:20][C:21]([O:23][CH3:24])=[O:22])[C:16]([O:18]C)=O)[C:5]([CH2:12]O)=[C:6]2[C:10]=1[NH:9][N:8]=[C:7]2[Cl:11].S(Cl)(Cl)=O.[F:29][C:30]([F:34])([F:33])[CH2:31][NH2:32].C(=O)([O-])[O-].[K+].[K+].C(O)(=O)C. The catalyst is C(#N)C.C(OCC)(=O)C. The product is [Br:1][C:2]1[C:10]2[NH:9][N:8]=[C:7]([Cl:11])[C:6]=2[C:5]2[CH2:12][N:32]([CH2:31][C:30]([F:34])([F:33])[F:29])[C:16](=[O:18])[C@H:15]([CH2:20][C:21]([O:23][CH3:24])=[O:22])[CH2:14][C:4]=2[CH:3]=1. The yield is 0.460. (5) The reactants are [Br:1][C:2]1[C:3]([C:8](N(OC)C)=[O:9])=[N:4][N:5]([CH3:7])[CH:6]=1.[Cl:14][C:15]1[CH:20]=[CH:19][C:18]([Mg]Br)=[CH:17][CH:16]=1. The catalyst is O1CCCC1. The product is [Br:1][C:2]1[C:3]([C:8]([C:18]2[CH:19]=[CH:20][C:15]([Cl:14])=[CH:16][CH:17]=2)=[O:9])=[N:4][N:5]([CH3:7])[CH:6]=1. The yield is 0.840. (6) The reactants are [C:1]12([CH2:11][O:12][C:13]3[C:18]([Br:19])=[CH:17][N:16]=[C:15](Cl)[CH:14]=3)[CH2:10][CH:5]3[CH2:6][CH:7]([CH2:9][CH:3]([CH2:4]3)[CH2:2]1)[CH2:8]2.O.[NH2:22][NH2:23]. The catalyst is O1CCOCC1. The product is [C:1]12([CH2:11][O:12][C:13]3[C:18]([Br:19])=[CH:17][N:16]=[C:15]([NH:22][NH2:23])[CH:14]=3)[CH2:10][CH:5]3[CH2:6][CH:7]([CH2:9][CH:3]([CH2:4]3)[CH2:2]1)[CH2:8]2. The yield is 0.920.